This data is from Full USPTO retrosynthesis dataset with 1.9M reactions from patents (1976-2016). The task is: Predict the reactants needed to synthesize the given product. (1) The reactants are: C([O:3][C:4]([C@H:6]1[C@H:11]([C:12]2[CH:17]=[CH:16][C:15]([F:18])=[CH:14][CH:13]=2)[CH2:10][C:9](=O)[N:8]([CH3:20])[C:7]1=O)=O)C.[H-].[H-].[H-].[H-].[Li+].[Al+3].[OH-].[Na+].[C@H](O)(C([O-])=O)[C@@H](O)C([O-])=O.[Na+].[K+]. Given the product [F:18][C:15]1[CH:16]=[CH:17][C:12]([C@@H:11]2[CH2:10][CH2:9][N:8]([CH3:20])[CH2:7][C@H:6]2[CH2:4][OH:3])=[CH:13][CH:14]=1, predict the reactants needed to synthesize it. (2) Given the product [Cl:1][C:2]1[CH:3]=[C:4]([N:10]2[C:14]([CH3:15])=[C:13]([CH2:16][C:17]3[CH:18]=[CH:19][C:20]([C:21](=[O:23])[NH:31][CH2:32][C:33]([OH:35])([CH3:36])[CH3:34])=[CH:24][CH:25]=3)[C:12]([C:26]([O:28][CH2:29][CH3:30])=[O:27])=[N:11]2)[CH:5]=[CH:6][C:7]=1[C:8]#[N:9], predict the reactants needed to synthesize it. The reactants are: [Cl:1][C:2]1[CH:3]=[C:4]([N:10]2[C:14]([CH3:15])=[C:13]([CH2:16][C:17]3[CH:25]=[CH:24][C:20]([C:21]([OH:23])=O)=[CH:19][CH:18]=3)[C:12]([C:26]([O:28][CH2:29][CH3:30])=[O:27])=[N:11]2)[CH:5]=[CH:6][C:7]=1[C:8]#[N:9].[NH2:31][CH2:32][C:33]([CH3:36])([OH:35])[CH3:34]. (3) Given the product [Br:34][CH2:11][C:8]1[C:7]2[C:2]([CH3:1])=[CH:3][C:4]([CH3:13])=[CH:5][C:6]=2[S:10][N:9]=1, predict the reactants needed to synthesize it. The reactants are: [CH3:1][C:2]1[C:7]2[C:8]([CH2:11]O)=[N:9][S:10][C:6]=2[CH:5]=[C:4]([CH3:13])[CH:3]=1.C1C=CC(P(C2C=CC=CC=2)C2C=CC=CC=2)=CC=1.C(Br)(Br)(Br)[Br:34]. (4) Given the product [CH3:1][O:2][C:3]([CH:5]1[CH2:9][CH2:8][C:7](=[O:10])[N:6]1[C:23]([O:22][C:18]([CH3:21])([CH3:20])[CH3:19])=[O:24])=[O:4], predict the reactants needed to synthesize it. The reactants are: [CH3:1][O:2][C:3]([CH:5]1[CH2:9][CH2:8][C:7](=[O:10])[NH:6]1)=[O:4].C(N(CC)CC)C.[C:18]([O:22][C:23](O[C:23]([O:22][C:18]([CH3:21])([CH3:20])[CH3:19])=[O:24])=[O:24])([CH3:21])([CH3:20])[CH3:19]. (5) The reactants are: [C:1]([NH:4][C@@H:5]([CH3:9])[C:6](O)=[O:7])(=[O:3])[CH3:2].Cl.[OH:11][C@H:12]1[CH2:16][NH:15][C@H:14]([C:17]([O:19][CH2:20][C:21]2[CH:26]=[CH:25][CH:24]=[CH:23][CH:22]=2)=[O:18])[CH2:13]1.CCN(C(C)C)C(C)C.CN(C(ON1N=NC2C=CC=NC1=2)=[N+](C)C)C.F[P-](F)(F)(F)(F)F.C(=O)(O)[O-].[Na+]. Given the product [C:1]([NH:4][C@@H:5]([CH3:9])[C:6]([N:15]1[CH2:16][C@H:12]([OH:11])[CH2:13][C@H:14]1[C:17]([O:19][CH2:20][C:21]1[CH:26]=[CH:25][CH:24]=[CH:23][CH:22]=1)=[O:18])=[O:7])(=[O:3])[CH3:2], predict the reactants needed to synthesize it. (6) The reactants are: [C:1]([O:4][CH2:5][C:6]1[C:7](Br)=[C:8]([CH2:12][CH2:13][CH2:14][C:15]([O-:17])=[O:16])[CH:9]=[CH:10][CH:11]=1)(=[O:3])[CH3:2].[B:19]1([B:19]2[O:23][C:22]([CH3:25])([CH3:24])[C:21]([CH3:27])([CH3:26])[O:20]2)[O:23][C:22]([CH3:25])([CH3:24])[C:21]([CH3:27])([CH3:26])[O:20]1.[CH3:37]C([O-])=O.[K+]. Given the product [C:1]([O:4][CH2:5][C:6]1[C:7]([B:19]2[O:23][C:22]([CH3:25])([CH3:24])[C:21]([CH3:27])([CH3:26])[O:20]2)=[C:8]([CH2:12][CH2:13][CH2:14][C:15]([O:17][CH3:37])=[O:16])[CH:9]=[CH:10][CH:11]=1)(=[O:3])[CH3:2], predict the reactants needed to synthesize it. (7) Given the product [Cl:23][C:16]1[CH:15]=[CH:14][C:13]2[C:12]3[C:11]4[NH:24][CH2:25][C@@H:7]([CH2:6][I:27])[NH:8][C:9](=[O:26])[C:10]=4[S:22][C:21]=3[CH:20]=[CH:19][C:18]=2[N:17]=1, predict the reactants needed to synthesize it. The reactants are: CS(O[CH2:6][C@@H:7]1[CH2:25][NH:24][C:11]2[C:12]3[C:13]4[CH:14]=[CH:15][C:16]([Cl:23])=[N:17][C:18]=4[CH:19]=[CH:20][C:21]=3[S:22][C:10]=2[C:9](=[O:26])[NH:8]1)(=O)=O.[I-:27].[Na+]. (8) Given the product [CH3:1][C:2]([CH3:4])=[O:3].[CH2:12]([C:16]([CH3:18])=[O:17])[CH:13]([CH3:15])[CH3:14].[CH2:6]([C:5]([CH3:10])=[O:11])[CH3:7].[C:19]1(=[O:25])[CH2:24][CH2:23][CH2:22][CH2:21][CH2:20]1, predict the reactants needed to synthesize it. The reactants are: [CH3:1][C:2]([CH3:4])=[O:3].[C:5]1(=[O:11])[CH2:10]CC[CH2:7][CH2:6]1.[CH2:12]([C:16]([CH3:18])=[O:17])[CH:13]([CH3:15])[CH3:14].[C:19]1(=[O:25])[CH2:24][CH2:23][CH2:22][CH2:21][CH2:20]1. (9) Given the product [OH:23][C:18]1[CH:19]=[CH:20][CH:21]=[CH:22][C:17]=1[C:5]1[N:6]=[C:7]2[C:2]([N:1]=[CH:9][N:8]2[C:82]2[CH:83]=[CH:84][CH:85]=[CH:86][C:87]=2[O:88][CH3:89])=[C:3]([C:24]([NH2:29])=[O:26])[N:4]=1, predict the reactants needed to synthesize it. The reactants are: [NH2:1][C:2]1[C:3]([C:24]([O:26]CC)=O)=[N:4][C:5]([C:17]2[CH:22]=[CH:21][CH:20]=[CH:19][C:18]=2[OH:23])=[N:6][C:7]=1[NH:8][C:9]1C=CC=CC=1OC.[NH2:29]C1C(C(OCC)=O)=NC(Cl)=NC=1NC1C=CC=CC=1OC.OC1C=C(B(O)O)C=CC=1.P([O-])([O-])([O-])=O.[K+].[K+].[K+].C1(P(C2CCCCC2)C2C=CC=CC=2[C:82]2[C:87]([O:88][CH3:89])=[CH:86][CH:85]=[CH:84][C:83]=2OC)CCCCC1.